Task: Regression. Given two drug SMILES strings and cell line genomic features, predict the synergy score measuring deviation from expected non-interaction effect.. Dataset: NCI-60 drug combinations with 297,098 pairs across 59 cell lines Drug 1: CC1=C(C=C(C=C1)NC2=NC=CC(=N2)N(C)C3=CC4=NN(C(=C4C=C3)C)C)S(=O)(=O)N.Cl. Drug 2: CCC(=C(C1=CC=CC=C1)C2=CC=C(C=C2)OCCN(C)C)C3=CC=CC=C3.C(C(=O)O)C(CC(=O)O)(C(=O)O)O. Cell line: LOX IMVI. Synergy scores: CSS=41.7, Synergy_ZIP=22.3, Synergy_Bliss=21.2, Synergy_Loewe=19.8, Synergy_HSA=24.0.